Dataset: Forward reaction prediction with 1.9M reactions from USPTO patents (1976-2016). Task: Predict the product of the given reaction. (1) Given the reactants [Cl:1][C:2]1[CH:7]=[CH:6][C:5]([N:8]2[C:16](=[O:17])[C:15]3[N:14]=[CH:13][N:12]([C:18]4[CH:19]=[C:20]([NH:24][S:25]([CH3:28])(=[O:27])=[O:26])[CH:21]=[CH:22][CH:23]=4)[C:11]=3[N:10]=[C:9]2[C:29]2[CH:34]=[CH:33][C:32](B3OC(C)(C)C(C)(C)O3)=[CH:31][CH:30]=2)=[CH:4][CH:3]=1.[NH2:44][C:45]1[CH:46]=[CH:47][C:48](Br)=[N:49][CH:50]=1.C(=O)([O-])[O-].[Cs+].[Cs+], predict the reaction product. The product is: [NH2:44][C:45]1[CH:46]=[CH:47][C:48]([C:32]2[CH:31]=[CH:30][C:29]([C:9]3[N:8]([C:5]4[CH:4]=[CH:3][C:2]([Cl:1])=[CH:7][CH:6]=4)[C:16](=[O:17])[C:15]4[N:14]=[CH:13][N:12]([C:18]5[CH:19]=[C:20]([NH:24][S:25]([CH3:28])(=[O:26])=[O:27])[CH:21]=[CH:22][CH:23]=5)[C:11]=4[N:10]=3)=[CH:34][CH:33]=2)=[N:49][CH:50]=1. (2) Given the reactants [CH2:1]([N:3]([CH2:37][CH3:38])[C:4]([C:6]1[CH:11]=[CH:10][C:9]([CH:12]([C:26]2[CH:31]=[CH:30][C:29]([NH:32][C:33]([O:35][CH3:36])=[O:34])=[CH:28][CH:27]=2)[N:13]2[CH2:18][CH2:17][N:16](C(OC(C)(C)C)=O)[CH2:15][CH2:14]2)=[CH:8][CH:7]=1)=[O:5])[CH3:2].C1(O)C=CC=CC=1.Cl[Si](C)(C)C, predict the reaction product. The product is: [CH3:36][O:35][C:33](=[O:34])[NH:32][C:29]1[CH:30]=[CH:31][C:26]([CH:12]([C:9]2[CH:10]=[CH:11][C:6]([C:4]([N:3]([CH2:37][CH3:38])[CH2:1][CH3:2])=[O:5])=[CH:7][CH:8]=2)[N:13]2[CH2:18][CH2:17][NH:16][CH2:15][CH2:14]2)=[CH:27][CH:28]=1. (3) Given the reactants [OH:1][CH2:2][C:3]1[CH:36]=[CH:35][C:6]([CH2:7][O:8][C:9]2[CH:14]=[CH:13][CH:12]=[CH:11][C:10]=2[C:15]2[N:20]=[C:19]([N:21]3[C:25]([C:26]([F:29])([F:28])[F:27])=[C:24]([C:30]([O:32][CH2:33][CH3:34])=[O:31])[CH:23]=[N:22]3)[CH:18]=[CH:17][CH:16]=2)=[CH:5][CH:4]=1.O[C:38]1[CH:43]=[CH:42][C:41]([C:44]([F:47])([F:46])[F:45])=[CH:40][CH:39]=1.C1(P(C2C=CC=CC=2)C2C=CC=CC=2)C=CC=CC=1.N(C(OC(C)C)=O)=NC(OC(C)C)=O, predict the reaction product. The product is: [F:28][C:26]([F:29])([F:27])[C:25]1[N:21]([C:19]2[CH:18]=[CH:17][CH:16]=[C:15]([C:10]3[CH:11]=[CH:12][CH:13]=[CH:14][C:9]=3[O:8][CH2:7][C:6]3[CH:5]=[CH:4][C:3]([CH2:2][O:1][C:38]4[CH:43]=[CH:42][C:41]([C:44]([F:47])([F:46])[F:45])=[CH:40][CH:39]=4)=[CH:36][CH:35]=3)[N:20]=2)[N:22]=[CH:23][C:24]=1[C:30]([O:32][CH2:33][CH3:34])=[O:31]. (4) Given the reactants C([O:5][C:6]([N:8]1[CH2:11][C:10]2([CH2:14][CH:13]([N:15]([CH2:30][C:31]3[CH:36]=[CH:35][C:34]([N:37]([CH3:44])[C:38]4[CH:43]=[CH:42][N:41]=[CH:40][CH:39]=4)=[CH:33][CH:32]=3)[C:16](=[O:29])/[CH:17]=[CH:18]/[C:19]3[CH:24]=[CH:23][C:22]([C:25]([F:28])([F:27])[F:26])=[CH:21][CH:20]=3)[CH2:12]2)[CH2:9]1)=[O:7])(C)(C)C.FC(F)(F)C(O)=O, predict the reaction product. The product is: [CH:6]([OH:7])=[O:5].[CH3:44][N:37]([C:38]1[CH:43]=[CH:42][N:41]=[CH:40][CH:39]=1)[C:34]1[CH:33]=[CH:32][C:31]([CH2:30][N:15]([CH:13]2[CH2:12][C:10]3([CH2:9][NH:8][CH2:11]3)[CH2:14]2)[C:16](=[O:29])/[CH:17]=[CH:18]/[C:19]2[CH:20]=[CH:21][C:22]([C:25]([F:27])([F:28])[F:26])=[CH:23][CH:24]=2)=[CH:36][CH:35]=1. (5) Given the reactants Br[C:2]1[C:11]2[NH:10][C:9](=[O:12])[C:8]3[S:13][CH:14]=[CH:15][C:7]=3[C:6]=2[C:5]([C:16]2[CH:30]=[CH:29][C:19]([CH2:20][NH:21][C:22](=[O:28])[O:23][C:24]([CH3:27])([CH3:26])[CH3:25])=[CH:18][CH:17]=2)=[C:4]([O:31][CH3:32])[CH:3]=1.[CH3:33]B1OB(C)OB(C)O1, predict the reaction product. The product is: [CH3:32][O:31][C:4]1[CH:3]=[C:2]([CH3:33])[C:11]2[NH:10][C:9](=[O:12])[C:8]3[S:13][CH:14]=[CH:15][C:7]=3[C:6]=2[C:5]=1[C:16]1[CH:17]=[CH:18][C:19]([CH2:20][NH:21][C:22](=[O:28])[O:23][C:24]([CH3:26])([CH3:25])[CH3:27])=[CH:29][CH:30]=1. (6) Given the reactants [CH3:1][NH:2][NH2:3].[N:4]1[CH:9]=[CH:8][CH:7]=[C:6]([C:10]2[CH:11]=[CH:12][C:13]3[N:14]([C:16]([CH:19]=O)=[CH:17][N:18]=3)[CH:15]=2)[CH:5]=1.[CH2:21]([N:28]=[C:29]=[O:30])[C:22]1[CH:27]=[CH:26][CH:25]=[CH:24][CH:23]=1, predict the reaction product. The product is: [CH2:21]([NH:28][C:29]([N:2]([CH3:1])/[N:3]=[CH:19]/[C:16]1[N:14]2[CH:15]=[C:10]([C:6]3[CH:5]=[N:4][CH:9]=[CH:8][CH:7]=3)[CH:11]=[CH:12][C:13]2=[N:18][CH:17]=1)=[O:30])[C:22]1[CH:27]=[CH:26][CH:25]=[CH:24][CH:23]=1. (7) The product is: [I:20][C:11]1[C:7]([C:2]([F:1])([F:12])[C:3]([F:6])([F:5])[F:4])=[N:8][NH:9][CH:10]=1. Given the reactants [F:1][C:2]([F:12])([C:7]1[CH:11]=[CH:10][NH:9][N:8]=1)[C:3]([F:6])([F:5])[F:4].[N+]([O-])([O-])=O.[NH4+].[Ce].[Ce].[I:20]I, predict the reaction product.